This data is from Forward reaction prediction with 1.9M reactions from USPTO patents (1976-2016). The task is: Predict the product of the given reaction. (1) Given the reactants C([C@@H]1CC[C@@H](C)C[C@H]1[O:11][C:12]([C@H:14]1[CH2:18][N:17]([C@@H:19]([C:21]2[CH:26]=[CH:25][CH:24]=[CH:23][CH:22]=2)[CH3:20])[C:16](=[O:27])[N:15]1S(C1C=CC(C)=CC=1)(=O)=O)=O)(C)C.[H-].[Al+3].[Li+].[H-].[H-].[H-].S([O-])([O-])(=O)=O.[Na+].[Na+], predict the reaction product. The product is: [OH:11][CH2:12][C@H:14]1[CH2:18][N:17]([C@@H:19]([C:21]2[CH:22]=[CH:23][CH:24]=[CH:25][CH:26]=2)[CH3:20])[C:16](=[O:27])[NH:15]1. (2) Given the reactants [Si]([O:8][C:9]1[CH:10]=[C:11]([CH:23]=[CH:24][C:25]=1[Cl:26])[CH2:12][NH:13][C@@H:14]([C:16]1[CH:21]=[CH:20][CH:19]=[C:18]([Cl:22])[CH:17]=1)[CH3:15])(C(C)(C)C)(C)C.[F-].C([N+](CCCC)(CCCC)CCCC)CCC, predict the reaction product. The product is: [Cl:26][C:25]1[CH:24]=[CH:23][C:11]([CH2:12][NH:13][C@@H:14]([C:16]2[CH:21]=[CH:20][CH:19]=[C:18]([Cl:22])[CH:17]=2)[CH3:15])=[CH:10][C:9]=1[OH:8]. (3) Given the reactants [CH:1]12[NH:8][CH:5]([CH2:6][CH2:7]1)[CH2:4][C:3]([C:9]1[NH:26][C:12]3=[N:13][CH:14]=[CH:15][C:16]([C:17]4[CH:22]=[C:21]([F:23])[CH:20]=[CH:19][C:18]=4[O:24][CH3:25])=[C:11]3[CH:10]=1)=[CH:2]2.Br[CH2:28][C:29]([O:31][C:32]([CH3:35])([CH3:34])[CH3:33])=[O:30].C(N(CC)CC)C.O, predict the reaction product. The product is: [F:23][C:21]1[CH:20]=[CH:19][C:18]([O:24][CH3:25])=[C:17]([C:16]2[CH:15]=[CH:14][N:13]=[C:12]3[NH:26][C:9]([C:3]4[CH2:4][CH:5]5[N:8]([CH2:28][C:29]([O:31][C:32]([CH3:35])([CH3:34])[CH3:33])=[O:30])[CH:1]([CH:2]=4)[CH2:7][CH2:6]5)=[CH:10][C:11]=23)[CH:22]=1. (4) Given the reactants [Br:1][C:2]1[CH:13]=[C:12]([Br:14])[C:5]2[NH:6][C:7](=O)[O:8][C:9](=[O:10])[C:4]=2[CH:3]=1.[Br:15][C:16]1[CH:17]=[C:18](C(Cl)=O)[N:19]([C:21]2[C:26]([Cl:27])=[CH:25][CH:24]=[CH:23][N:22]=2)[N:20]=1.N1C=CC=CC=1, predict the reaction product. The product is: [Br:15][C:16]1[CH:17]=[C:18]([C:7]2[O:8][C:9](=[O:10])[C:4]3[CH:3]=[C:2]([Br:1])[CH:13]=[C:12]([Br:14])[C:5]=3[N:6]=2)[N:19]([C:21]2[C:26]([Cl:27])=[CH:25][CH:24]=[CH:23][N:22]=2)[N:20]=1.